From a dataset of Peptide-MHC class II binding affinity with 134,281 pairs from IEDB. Regression. Given a peptide amino acid sequence and an MHC pseudo amino acid sequence, predict their binding affinity value. This is MHC class II binding data. (1) The peptide sequence is QSAVVCGRRHSVRIR. The MHC is DRB1_1602 with pseudo-sequence DRB1_1602. The binding affinity (normalized) is 0.254. (2) The peptide sequence is EKKYFAKTQFEPLAA. The MHC is HLA-DPA10201-DPB11401 with pseudo-sequence HLA-DPA10201-DPB11401. The binding affinity (normalized) is 0.707. (3) The peptide sequence is VREAIKRRLRTLILA. The binding affinity (normalized) is 0.217. The MHC is DRB1_0401 with pseudo-sequence DRB1_0401. (4) The peptide sequence is RAYRNALSMMPEAMT. The MHC is HLA-DQA10102-DQB10501 with pseudo-sequence HLA-DQA10102-DQB10501. The binding affinity (normalized) is 0.543. (5) The peptide sequence is AYVYFASDASTYTTG. The MHC is DRB1_0405 with pseudo-sequence DRB1_0405. The binding affinity (normalized) is 0.182. (6) The peptide sequence is YPMEIRPRKTHESHL. The MHC is DRB1_1301 with pseudo-sequence DRB1_1301. The binding affinity (normalized) is 0.797. (7) The peptide sequence is LDYDDYVYPGHAIWW. The MHC is HLA-DPA10201-DPB10501 with pseudo-sequence HLA-DPA10201-DPB10501. The binding affinity (normalized) is 0. (8) The peptide sequence is AFKIAATAANAAPAN. The MHC is DRB1_0802 with pseudo-sequence DRB1_0802. The binding affinity (normalized) is 0.638. (9) The peptide sequence is YLILKNLTGLVSTGS. The MHC is DRB1_1501 with pseudo-sequence DRB1_1501. The binding affinity (normalized) is 0.699.